This data is from Reaction yield outcomes from USPTO patents with 853,638 reactions. The task is: Predict the reaction yield, written as a fraction of the theoretical maximum amount of product (1.0 means a 100% yield; for example, 0.34 means a 34% yield). (1) The reactants are [NH2:1][C@@H:2]1[CH2:7][CH2:6][CH2:5][N:4]([C:8]([O:10][C:11]([CH3:14])([CH3:13])[CH3:12])=[O:9])[CH2:3]1.[O:15]1[C:19]2=[CH:20][CH:21]=[CH:22][C:23]([C:24](O)=[O:25])=[C:18]2[CH:17]=[CH:16]1.C1CN([P+](ON2N=NC3C=CC=CC2=3)(N2CCCC2)N2CCCC2)CC1.F[P-](F)(F)(F)(F)F.CCN(C(C)C)C(C)C. The catalyst is CN(C=O)C.CC(=O)OCC.CC(=O)OCC.CCCCCCC. The product is [C:11]([O:10][C:8]([N:4]1[CH2:5][CH2:6][CH2:7][C@@H:2]([NH:1][C:24]([C:23]2[CH:22]=[CH:21][CH:20]=[C:19]3[O:15][CH:16]=[CH:17][C:18]=23)=[O:25])[CH2:3]1)=[O:9])([CH3:14])([CH3:13])[CH3:12]. The yield is 0.820. (2) The reactants are [C:1]([C:3]1[CH:4]=[C:5]([NH:9][C:10](=[O:13])[CH2:11][CH3:12])[CH:6]=[CH:7][CH:8]=1)#[N:2].[F:14][C:15]1[CH:22]=[CH:21][C:18]([CH2:19]Br)=[CH:17][CH:16]=1. No catalyst specified. The product is [C:1]([C:3]1[CH:4]=[C:5]([N:9]([CH2:19][C:18]2[CH:21]=[CH:22][C:15]([F:14])=[CH:16][CH:17]=2)[C:10](=[O:13])[CH2:11][CH3:12])[CH:6]=[CH:7][CH:8]=1)#[N:2]. The yield is 0.720. (3) The reactants are Cl[C:2]1[N:7]=[CH:6][CH:5]=[CH:4][N:3]=1.[NH2:8][C:9]1[CH:10]=[CH:11][C:12]([Cl:16])=[C:13]([OH:15])[CH:14]=1.Cl. The catalyst is CCO.CCOC(C)=O. The product is [Cl:16][C:12]1[CH:11]=[CH:10][C:9]([NH:8][C:2]2[N:7]=[CH:6][CH:5]=[CH:4][N:3]=2)=[CH:14][C:13]=1[OH:15]. The yield is 0.360. (4) The reactants are C(O[C:6](=[O:28])[NH:7][C@H:8]1[CH2:16][O:15]C(=O)[C@H](CC2C=CC=CC=2)[C@@H:12]([OH:25])[C@H:11]([CH3:26])[O:10][C:9]1=[O:27])(C)(C)C.[OH:29][C:30]1[C:31](C(O)=O)=[N:32][CH:33]=[CH:34][C:35]=1[O:36][CH3:37].N1C=CC=CC=1C(N)=[O:48].O.[OH-].[Li+]. The catalyst is CO. The product is [OH:29][C:30]1[C:31]([C:6]([NH:7][C@@H:8]2[C@@H:16]([OH:15])[C@H:26]([OH:48])[C@@H:11]([CH2:12][OH:25])[O:10][C@@H:9]2[OH:27])=[O:28])=[N:32][CH:33]=[CH:34][C:35]=1[O:36][CH3:37]. The yield is 0.880. (5) The reactants are [NH:1]1[C:5]2[CH:6]=[CH:7][CH:8]=[CH:9][C:4]=2[N:3]=[C:2]1[CH2:10][N:11]1[C:16](=[O:17])[C:15]([CH2:18][C:19]2[CH:24]=[CH:23][C:22]([C:25]3[C:26]([C:31]#[N:32])=[CH:27][CH:28]=[CH:29][CH:30]=3)=[CH:21][CH:20]=2)=[C:14]([CH2:33][CH2:34][CH2:35][CH3:36])[N:13]=[C:12]1[CH3:37].IC.[C:40](=O)([O-])[O-].[K+].[K+].CN(C)C=O. The catalyst is C(OCC)(=O)C. The product is [CH2:33]([C:14]1[N:13]=[C:12]([CH3:37])[N:11]([CH2:10][C:2]2[N:3]([CH3:40])[C:4]3[CH:9]=[CH:8][CH:7]=[CH:6][C:5]=3[N:1]=2)[C:16](=[O:17])[C:15]=1[CH2:18][C:19]1[CH:24]=[CH:23][C:22]([C:25]2[C:26]([C:31]#[N:32])=[CH:27][CH:28]=[CH:29][CH:30]=2)=[CH:21][CH:20]=1)[CH2:34][CH2:35][CH3:36]. The yield is 1.00. (6) The reactants are [CH2:1]([O:3][C:4]1[N:8]([CH2:9][C:10]2[CH:15]=[CH:14][C:13]([C:16]3[CH:21]=[CH:20][CH:19]=[CH:18][C:17]=3[C:22]3[NH:26][C:25](=[O:27])[O:24][N:23]=3)=[CH:12][CH:11]=2)[C:7]2[C:28]([C:32]([OH:34])=[O:33])=[CH:29][CH:30]=[CH:31][C:6]=2[N:5]=1)[CH3:2].O[CH2:36][C:37]1[O:38][C:39](=[O:43])[O:40][C:41]=1[CH3:42].C1(C)C=CC(S(Cl)(=O)=O)=CC=1.C(=O)([O-])[O-].[K+].[K+]. The catalyst is CN(C)C(=O)C.O.CC(C)=O. The product is [CH2:1]([O:3][C:4]1[N:8]([CH2:9][C:10]2[CH:11]=[CH:12][C:13]([C:16]3[CH:21]=[CH:20][CH:19]=[CH:18][C:17]=3[C:22]3[NH:26][C:25](=[O:27])[O:24][N:23]=3)=[CH:14][CH:15]=2)[C:7]2[C:28]([C:32]([O:34][CH2:36][C:37]3[O:38][C:39](=[O:43])[O:40][C:41]=3[CH3:42])=[O:33])=[CH:29][CH:30]=[CH:31][C:6]=2[N:5]=1)[CH3:2]. The yield is 0.950. (7) The reactants are [OH:1][C:2]1[C:3]([N+:9]([O-])=O)=[N:4][C:5]([CH3:8])=[CH:6][CH:7]=1.O.O.[SH-].[Na+]. The catalyst is CO.CCO. The product is [NH2:9][C:3]1[C:2]([OH:1])=[CH:7][CH:6]=[C:5]([CH3:8])[N:4]=1. The yield is 0.890. (8) The reactants are [Cl:1][C:2]1[CH:15]=[CH:14][C:13]([N+:16]([O-:18])=[O:17])=[CH:12][C:3]=1[N:4]=[C:5]1[NH:11][CH2:10][CH2:9][CH2:8][CH2:7][NH:6]1.CC(C)([O-])C.[K+]. No catalyst specified. The product is [Cl:1][C:2]1[C:3]2[N:4]=[C:5]3[NH:6][CH2:7][CH2:8][CH2:9][CH2:10][N:11]3[C:12]=2[C:13]([N+:16]([O-:18])=[O:17])=[CH:14][CH:15]=1. The yield is 0.680. (9) The catalyst is C(Cl)Cl.CO. The product is [F:2][C:3]1[CH:41]=[CH:40][C:6]([CH2:7][NH:8][C:9]([C:11]2[N:12]=[C:13]3[C@H:20]([NH:21][S:52]([CH3:51])(=[O:54])=[O:53])[C@@:19]4([CH3:35])[C:32]([CH3:34])([CH3:33])[C@H:16]([CH2:17][CH2:18]4)[CH2:15][N:14]3[C:36](=[O:39])[C:37]=2[OH:38])=[O:10])=[CH:5][CH:4]=1. The reactants are Cl.[F:2][C:3]1[CH:41]=[CH:40][C:6]([CH2:7][NH:8][C:9]([C:11]2[N:12]=[C:13]3[C@H:20]([NH:21]C(=O)OCC4C=CC=CC=4)[C@@:19]4([CH3:35])[C:32]([CH3:34])([CH3:33])[C@H:16]([CH2:17][CH2:18]4)[CH2:15][N:14]3[C:36](=[O:39])[C:37]=2[OH:38])=[O:10])=[CH:5][CH:4]=1.C(N(C(C)C)CC)(C)C.[CH3:51][S:52](Cl)(=[O:54])=[O:53].N(C)C. The yield is 0.680.